Dataset: Catalyst prediction with 721,799 reactions and 888 catalyst types from USPTO. Task: Predict which catalyst facilitates the given reaction. (1) Product: [NH2:1][C:4]1[CH:5]=[CH:6][C:7]([C:10]2[CH:18]=[C:17]3[C:13]([C:14]([NH:19][C:20](=[O:24])[CH2:21][CH2:22][CH3:23])=[N:15][NH:16]3)=[CH:12][CH:11]=2)=[CH:8][CH:9]=1. The catalyst class is: 183. Reactant: [N+:1]([C:4]1[CH:9]=[CH:8][C:7]([C:10]2[CH:18]=[C:17]3[C:13]([C:14]([NH:19][C:20](=[O:24])[CH2:21][CH2:22][CH3:23])=[N:15][NH:16]3)=[CH:12][CH:11]=2)=[CH:6][CH:5]=1)([O-])=O. (2) Reactant: [CH3:1][O:2][C:3]([C:5]1[S:6][CH:7]=[CH:8][C:9]=1[NH2:10])=[O:4].[CH3:11][O:12][CH2:13][CH2:14]Br.[I-].[K+].CCN(C(C)C)C(C)C. Product: [CH3:11][O:12][CH2:13][CH2:14][NH:10][C:9]1[CH:8]=[CH:7][S:6][C:5]=1[C:3]([O:2][CH3:1])=[O:4]. The catalyst class is: 31. (3) Reactant: [OH:1][C:2]([CH3:9])([CH3:8])[CH2:3][CH2:4][C:5](=O)[CH3:6].[CH:10]([NH2:23])([C:17]1[CH:22]=[CH:21][CH:20]=[CH:19][CH:18]=1)[C:11]1[CH:16]=[CH:15][CH:14]=[CH:13][CH:12]=1.C(O[BH-](OC(=O)C)OC(=O)C)(=O)C.[Na+]. Product: [CH:10]([NH:23][CH:5]([CH3:6])[CH2:4][CH2:3][C:2]([CH3:9])([OH:1])[CH3:8])([C:17]1[CH:18]=[CH:19][CH:20]=[CH:21][CH:22]=1)[C:11]1[CH:16]=[CH:15][CH:14]=[CH:13][CH:12]=1. The catalyst class is: 2. (4) Reactant: [ClH:1].[C:2](OC)(OC)(OC)[CH3:3].[NH2:10][C:11]1[C:12]([NH:29][CH3:30])=[N:13][C:14](Cl)=[CH:15][C:16]=1[NH:17][CH2:18][C:19]1[C:24]([CH3:25])=[CH:23][CH:22]=[CH:21][C:20]=1[CH2:26][CH3:27]. Product: [Cl:1][C:14]1[N:13]=[C:12]2[N:29]([CH3:30])[C:2]([CH3:3])=[N:10][C:11]2=[C:16]([NH:17][CH2:18][C:19]2[C:24]([CH3:25])=[CH:23][CH:22]=[CH:21][C:20]=2[CH2:26][CH3:27])[CH:15]=1. The catalyst class is: 8. (5) Reactant: [NH2:1][C:2]1[C:7]([C:8]#[N:9])=[C:6]([C:10]2[CH:15]=[CH:14][CH:13]=[CH:12][CH:11]=2)[C:5]([C:16]#[N:17])=[C:4]([SH:18])[N:3]=1.Cl.Cl[CH2:21][C:22]1[CH:27]=[CH:26][N:25]=[C:24]([C:28]([NH:30][CH3:31])=[O:29])[CH:23]=1.C(=O)(O)[O-].[Na+].O. Product: [NH2:1][C:2]1[N:3]=[C:4]([S:18][CH2:21][C:22]2[CH:27]=[CH:26][N:25]=[C:24]([C:28]([NH:30][CH3:31])=[O:29])[CH:23]=2)[C:5]([C:16]#[N:17])=[C:6]([C:10]2[CH:15]=[CH:14][CH:13]=[CH:12][CH:11]=2)[C:7]=1[C:8]#[N:9]. The catalyst class is: 3.